Dataset: Full USPTO retrosynthesis dataset with 1.9M reactions from patents (1976-2016). Task: Predict the reactants needed to synthesize the given product. (1) Given the product [C:20]([C:5]([C:10]1[CH:15]=[CH:14][C:13]([O:16][CH3:17])=[C:12]([O:18][CH3:19])[CH:11]=1)([C:6]([O:8][CH3:9])=[O:7])[CH2:4][CH2:3][CH2:2][N:23]([CH3:22])[CH2:24][CH2:25][C:26]1[CH:36]=[CH:35][C:29]([C:30]([O:32][CH2:33][CH3:34])=[O:31])=[CH:28][CH:27]=1)#[N:21], predict the reactants needed to synthesize it. The reactants are: Br[CH2:2][CH2:3][CH2:4][C:5]([C:20]#[N:21])([C:10]1[CH:15]=[CH:14][C:13]([O:16][CH3:17])=[C:12]([O:18][CH3:19])[CH:11]=1)[C:6]([O:8][CH3:9])=[O:7].[CH3:22][NH:23][CH2:24][CH2:25][C:26]1[CH:36]=[CH:35][C:29]([C:30]([O:32][CH2:33][CH3:34])=[O:31])=[CH:28][CH:27]=1. (2) The reactants are: [F:1][C:2]1[CH:7]=[CH:6][C:5]([O:8][CH3:9])=[CH:4][C:3]=1[C:10]1[C:11]([C:17]([O:19][CH2:20][CH3:21])=[O:18])=[CH:12][C:13]([OH:16])=[CH:14][CH:15]=1.[CH3:22][O:23][C:24]1[CH:31]=[CH:30][C:27]([CH2:28]Cl)=[CH:26][CH:25]=1.C(=O)([O-])[O-].[K+].[K+].O. Given the product [F:1][C:2]1[CH:7]=[CH:6][C:5]([O:8][CH3:9])=[CH:4][C:3]=1[C:10]1[C:11]([C:17]([O:19][CH2:20][CH3:21])=[O:18])=[CH:12][C:13]([O:16][CH2:28][C:27]2[CH:30]=[CH:31][C:24]([O:23][CH3:22])=[CH:25][CH:26]=2)=[CH:14][CH:15]=1, predict the reactants needed to synthesize it. (3) The reactants are: S(Cl)(Cl)=O.[Cl:5][C:6]1[C:15]([CH:16](Cl)[CH3:17])=[CH:14][C:13]2[C:8](=[CH:9][CH:10]=[CH:11][C:12]=2[Cl:19])[N:7]=1.[C:20]1(=[O:30])[NH:24][C:23](=[O:25])[C:22]2=[CH:26][CH:27]=[CH:28][CH:29]=[C:21]12.C([O-])([O-])=O.[K+].[K+]. Given the product [Cl:5][C:6]1[C:15]([CH:16]([N:24]2[C:20](=[O:30])[C:21]3[C:22](=[CH:26][CH:27]=[CH:28][CH:29]=3)[C:23]2=[O:25])[CH3:17])=[CH:14][C:13]2[C:8](=[CH:9][CH:10]=[CH:11][C:12]=2[Cl:19])[N:7]=1, predict the reactants needed to synthesize it. (4) Given the product [Cl:1][C:2]1[CH:7]=[C:6]2[NH:8][C:9](=[O:39])[C:10]3([CH:15]([C:16]4[CH:21]=[C:20]([Cl:22])[CH:19]=[CH:18][C:17]=4[O:23][C:24]([CH3:26])([CH3:25])[C:27]([NH:56][S:53]([CH3:52])(=[O:55])=[O:54])=[O:28])[CH2:14][C:13](=[O:30])[NH:12][CH:11]3[C:31]3[CH:36]=[C:35]([Cl:37])[CH:34]=[CH:33][C:32]=3[CH3:38])[C:5]2=[CH:4][CH:3]=1, predict the reactants needed to synthesize it. The reactants are: [Cl:1][C:2]1[CH:7]=[C:6]2[NH:8][C:9](=[O:39])[C:10]3([CH:15]([C:16]4[CH:21]=[C:20]([Cl:22])[CH:19]=[CH:18][C:17]=4[O:23][C:24]([C:27](O)=[O:28])([CH3:26])[CH3:25])[CH2:14][C:13](=[O:30])[NH:12][CH:11]3[C:31]3[CH:36]=[C:35]([Cl:37])[CH:34]=[CH:33][C:32]=3[CH3:38])[C:5]2=[CH:4][CH:3]=1.C1N=CN(C(N2C=NC=C2)=O)C=1.[CH3:52][S:53]([NH2:56])(=[O:55])=[O:54].[H-].[Na+].Cl. (5) The reactants are: [OH:1][CH:2]([CH:8]([O:15][C:16]1[CH:21]=[CH:20][CH:19]=[CH:18][C:17]=1[N+:22]([O-])=O)[C:9]1[CH:14]=[CH:13][CH:12]=[CH:11][CH:10]=1)[C:3]([O:5][CH2:6][CH3:7])=[O:4]. Given the product [NH2:22][C:17]1[CH:18]=[CH:19][CH:20]=[CH:21][C:16]=1[O:15][CH:8]([C:9]1[CH:14]=[CH:13][CH:12]=[CH:11][CH:10]=1)[CH:2]([OH:1])[C:3]([O:5][CH2:6][CH3:7])=[O:4], predict the reactants needed to synthesize it. (6) Given the product [CH3:18][S:19]([O:22][C:23]1[CH:28]=[C:27]([C:13]2[CH:14]=[CH:15][CH:16]=[C:11]([C:4]3([CH3:10])[CH2:5][C:6](=[O:9])[N:7]([CH3:8])[C:2]([NH2:1])=[N:3]3)[CH:12]=2)[CH:26]=[C:25]([O:38][CH3:39])[CH:24]=1)(=[O:21])=[O:20], predict the reactants needed to synthesize it. The reactants are: [NH2:1][C:2]1[N:7]([CH3:8])[C:6](=[O:9])[CH2:5][C:4]([C:11]2[CH:16]=[CH:15][CH:14]=[C:13](Br)[CH:12]=2)([CH3:10])[N:3]=1.[CH3:18][S:19]([O:22][C:23]1[CH:28]=[C:27](B2OC(C)(C)C(C)(C)O2)[CH:26]=[C:25]([O:38][CH3:39])[CH:24]=1)(=[O:21])=[O:20].C(=O)([O-])[O-].[Cs+].[Cs+].O. (7) Given the product [CH3:10][C:8]([O:17][CH3:16])([CH3:1])[CH3:9].[CH3:27][CH2:26][O:25][C:22]([CH3:23])=[O:24], predict the reactants needed to synthesize it. The reactants are: [C@:1]12(CS([O-])(=O)=O)[C:8]([CH3:10])([CH3:9])C(CC1)CC2=O.[C:16](=O)([O-])[O-:17].[K+].[K+].[C:22]([O:25][CH2:26][CH3:27])(=[O:24])[CH3:23]. (8) The reactants are: [CH3:1][NH:2][CH3:3].[Cl:4][C:5]1[CH:6]=[CH:7][C:8]([N:13]2[C:17]3=[N:18][C:19]4[C:24]([Cl:25])=[CH:23][CH:22]=[C:21]([CH:26]([CH2:29][CH3:30])[CH2:27][CH3:28])[C:20]=4[N:16]3[CH2:15][CH2:14]2)=[C:9]([CH:12]=1)[CH:10]=O.C(O)(=O)C.C([BH3-])#N.[Na+]. Given the product [Cl:4][C:5]1[CH:6]=[CH:7][C:8]([N:13]2[C:17]3=[N:18][C:19]4[C:24]([Cl:25])=[CH:23][CH:22]=[C:21]([CH:26]([CH2:29][CH3:30])[CH2:27][CH3:28])[C:20]=4[N:16]3[CH2:15][CH2:14]2)=[C:9]([CH2:10][N:2]([CH3:3])[CH3:1])[CH:12]=1, predict the reactants needed to synthesize it. (9) Given the product [C:37]([N:35]([CH3:36])[C@H:8]([C:9]([N:11]1[CH2:16][CH2:15][CH2:14][CH:13]([CH2:17][O:18][C:19]2[CH:24]=[CH:23][C:22]([C:25]3[CH:30]=[C:29]([F:31])[C:28]([F:32])=[CH:27][C:26]=3[O:33][CH3:34])=[CH:21][CH:20]=2)[CH2:12]1)=[O:10])[CH2:7][C:6]([OH:40])=[O:5])(=[O:39])[CH3:38], predict the reactants needed to synthesize it. The reactants are: C([O:5][C:6](=[O:40])[CH2:7][C@H:8]([N:35]([C:37](=[O:39])[CH3:38])[CH3:36])[C:9]([N:11]1[CH2:16][CH2:15][CH2:14][CH:13]([CH2:17][O:18][C:19]2[CH:24]=[CH:23][C:22]([C:25]3[CH:30]=[C:29]([F:31])[C:28]([F:32])=[CH:27][C:26]=3[O:33][CH3:34])=[CH:21][CH:20]=2)[CH2:12]1)=[O:10])(C)(C)C.